This data is from Forward reaction prediction with 1.9M reactions from USPTO patents (1976-2016). The task is: Predict the product of the given reaction. (1) Given the reactants Cl.[CH:2]([O:5][C:6]1[CH:12]=[CH:11][CH:10]=[CH:9][C:7]=1[NH2:8])([CH3:4])[CH3:3].C([O-])([O-])=O.[Na+].[Na+].[C:19](Cl)(Cl)=[S:20], predict the reaction product. The product is: [CH:2]([O:5][C:6]1[CH:12]=[CH:11][CH:10]=[CH:9][C:7]=1[N:8]=[C:19]=[S:20])([CH3:4])[CH3:3]. (2) Given the reactants [C:1]([C:5]1[CH:20]=[CH:19][CH:18]=[CH:17][C:6]=1[O:7][C:8]1[C:13]([N:14]=[C:15]=[O:16])=[CH:12][CH:11]=[CH:10][N:9]=1)([CH3:4])([CH3:3])[CH3:2].[NH:21]1[C:29]2[C:24](=[CH:25][CH:26]=[CH:27][CH:28]=2)[C:23](C(O)=O)=[CH:22]1, predict the reaction product. The product is: [C:1]([C:5]1[CH:20]=[CH:19][CH:18]=[CH:17][C:6]=1[O:7][C:8]1[C:13]([NH:14][C:15]([C:23]2[C:24]3[C:29](=[CH:28][CH:27]=[CH:26][CH:25]=3)[NH:21][CH:22]=2)=[O:16])=[CH:12][CH:11]=[CH:10][N:9]=1)([CH3:4])([CH3:2])[CH3:3]. (3) Given the reactants [CH3:1][C:2]1[CH:10]=[CH:9][CH:8]=[CH:7][C:3]=1[C:4]([OH:6])=O.[N:11]1([CH:17]([C:20]2[CH:25]=[CH:24][N:23]=[CH:22][CH:21]=2)[CH2:18][NH2:19])[CH2:16][CH2:15][O:14][CH2:13][CH2:12]1, predict the reaction product. The product is: [CH3:1][C:2]1[CH:10]=[CH:9][CH:8]=[CH:7][C:3]=1[C:4]([NH:19][CH2:18][CH:17]([N:11]1[CH2:16][CH2:15][O:14][CH2:13][CH2:12]1)[C:20]1[CH:21]=[CH:22][N:23]=[CH:24][CH:25]=1)=[O:6].